This data is from Reaction yield outcomes from USPTO patents with 853,638 reactions. The task is: Predict the reaction yield, written as a fraction of the theoretical maximum amount of product (1.0 means a 100% yield; for example, 0.34 means a 34% yield). (1) The reactants are [NH:1]1[C:5]2=[N:6][C:7]([OH:10])=[CH:8][CH:9]=[C:4]2[CH:3]=[CH:2]1.[C:11](=O)([O-])[O-].[K+].[K+].IC. The catalyst is CC(C)=O. The product is [CH3:11][O:10][C:7]1[N:6]=[C:5]2[NH:1][CH:2]=[CH:3][C:4]2=[CH:9][CH:8]=1. The yield is 0.300. (2) The reactants are Br[C:2]1[CH:3]=[CH:4][C:5]2[C:6]3[CH2:25][N:24]([C:26]([O:28][C:29]([CH3:32])([CH3:31])[CH3:30])=[O:27])[CH2:23][CH2:22][CH2:21][C:7]=3[N:8]([S:11]([C:14]3[CH:20]=[CH:19][C:17]([CH3:18])=[CH:16][CH:15]=3)(=[O:13])=[O:12])[C:9]=2[CH:10]=1.[F:33][C:34]([F:49])([F:48])[C:35]1[CH:36]=[CH:37][C:38]([C:41]2[CH:46]=[CH:45][NH:44][C:43](=[O:47])[CH:42]=2)=[N:39][CH:40]=1.C([O-])([O-])=O.[Cs+].[Cs+].OC1C=CC=C2C=1N=CC=C2. The catalyst is CS(C)=O.[Cu](I)I. The product is [O:47]=[C:43]1[CH:42]=[C:41]([C:38]2[CH:37]=[CH:36][C:35]([C:34]([F:49])([F:33])[F:48])=[CH:40][N:39]=2)[CH:46]=[CH:45][N:44]1[C:2]1[CH:3]=[CH:4][C:5]2[C:6]3[CH2:25][N:24]([C:26]([O:28][C:29]([CH3:32])([CH3:31])[CH3:30])=[O:27])[CH2:23][CH2:22][CH2:21][C:7]=3[N:8]([S:11]([C:14]3[CH:20]=[CH:19][C:17]([CH3:18])=[CH:16][CH:15]=3)(=[O:13])=[O:12])[C:9]=2[CH:10]=1. The yield is 0.370. (3) The reactants are [O:1]1[CH2:6][CH:5]=[C:4](B2OC(C)(C)C(C)(C)O2)[CH2:3][CH2:2]1.[C:16]([N:19]1[C:28]2[C:23](=[CH:24][C:25](Br)=[CH:26][CH:27]=2)[C@H:22]([NH:30][C:31](=[O:40])[O:32][CH2:33][C:34]2[CH:39]=[CH:38][CH:37]=[CH:36][CH:35]=2)[C@@H:21]([CH3:41])[C@@H:20]1[CH2:42][CH3:43])(=[O:18])[CH3:17].C(=O)([O-])[O-].[Cs+].[Cs+].O. The catalyst is O1CCOCC1.C1C=CC([P]([Pd]([P](C2C=CC=CC=2)(C2C=CC=CC=2)C2C=CC=CC=2)([P](C2C=CC=CC=2)(C2C=CC=CC=2)C2C=CC=CC=2)[P](C2C=CC=CC=2)(C2C=CC=CC=2)C2C=CC=CC=2)(C2C=CC=CC=2)C2C=CC=CC=2)=CC=1. The product is [C:16]([N:19]1[C:28]2[C:23](=[CH:24][C:25]([C:4]3[CH2:3][CH2:2][O:1][CH2:6][CH:5]=3)=[CH:26][CH:27]=2)[C@H:22]([NH:30][C:31](=[O:40])[O:32][CH2:33][C:34]2[CH:39]=[CH:38][CH:37]=[CH:36][CH:35]=2)[C@@H:21]([CH3:41])[C@@H:20]1[CH2:42][CH3:43])(=[O:18])[CH3:17]. The yield is 0.739. (4) The reactants are [C:1]([O:5][C:6]([N:8]1[CH2:13][CH2:12][CH:11]([C:14]2[N:15]([CH2:27][C:28]#[N:29])[CH:16]=[C:17]([C:19]3[CH:24]=[CH:23][C:22]([F:25])=[C:21]([Cl:26])[CH:20]=3)[N:18]=2)[CH2:10][CH2:9]1)=[O:7])([CH3:4])([CH3:3])[CH3:2].[BH4-].[Na+]. The catalyst is CO.[Ni](Cl)Cl. The product is [C:1]([O:5][C:6]([N:8]1[CH2:13][CH2:12][CH:11]([C:14]2[N:15]([CH2:27][CH2:28][NH2:29])[CH:16]=[C:17]([C:19]3[CH:24]=[CH:23][C:22]([F:25])=[C:21]([Cl:26])[CH:20]=3)[N:18]=2)[CH2:10][CH2:9]1)=[O:7])([CH3:4])([CH3:3])[CH3:2]. The yield is 1.25. (5) The reactants are [Br:1][C:2]1[O:10][C:9]2[CH:8]=[CH:7][N:6]([C:11]3[CH:12]=[C:13]4[C:17](=[CH:18][CH:19]=3)[NH:16][N:15]=[CH:14]4)[C:5](=[O:20])[C:4]=2[CH:3]=1.Br[CH2:22][C:23]([O:25][CH3:26])=[O:24].C([O-])([O-])=O.[Cs+].[Cs+]. The catalyst is CS(C)=O.O. The product is [CH3:26][O:25][C:23](=[O:24])[CH2:22][N:16]1[C:17]2[C:13](=[CH:12][C:11]([N:6]3[CH:7]=[CH:8][C:9]4[O:10][C:2]([Br:1])=[CH:3][C:4]=4[C:5]3=[O:20])=[CH:19][CH:18]=2)[CH:14]=[N:15]1. The yield is 0.560.